From a dataset of CYP3A4 substrate classification data from Carbon-Mangels et al.. Regression/Classification. Given a drug SMILES string, predict its absorption, distribution, metabolism, or excretion properties. Task type varies by dataset: regression for continuous measurements (e.g., permeability, clearance, half-life) or binary classification for categorical outcomes (e.g., BBB penetration, CYP inhibition). Dataset: cyp3a4_substrate_carbonmangels. (1) The drug is CN(C)CC[C@H](c1ccc(Cl)cc1)c1ccccn1. The result is 1 (substrate). (2) The compound is CCn1cc(C(=O)O)c(=O)c2ccc(C)nc21. The result is 0 (non-substrate). (3) The molecule is CN1C(=O)CN=C(c2ccccc2)c2cc(Cl)ccc21. The result is 1 (substrate). (4) The drug is CN(C)CCC=C1c2ccccc2C=Cc2ccccc21. The result is 1 (substrate). (5) The compound is CNCC[C@@H](Oc1ccccc1C)c1ccccc1. The result is 1 (substrate).